This data is from Reaction yield outcomes from USPTO patents with 853,638 reactions. The task is: Predict the reaction yield, written as a fraction of the theoretical maximum amount of product (1.0 means a 100% yield; for example, 0.34 means a 34% yield). (1) The reactants are Br[C:2]1[CH:3]=[N:4][C:5]([CH3:8])=[N:6][CH:7]=1.[C:9]([O:13][CH3:14])(=[O:12])[CH:10]=[CH2:11].C1(P(C2C=CC=CC=2)C2C=CC=CC=2)C=CC=CC=1.C(N(CC)CC)C. The catalyst is C([O-])(=O)C.[Pd+2].C([O-])(=O)C.O. The product is [CH3:14][O:13][C:9](=[O:12])[CH:10]=[CH:11][C:2]1[CH:3]=[N:4][C:5]([CH3:8])=[N:6][CH:7]=1. The yield is 0.168. (2) The reactants are [CH:1]1[C:10]2[C:5](=[CH:6][CH:7]=[CH:8][CH:9]=2)[CH:4]=[CH:3][C:2]=1[S:11](Cl)(=[O:13])=[O:12].Cl.Cl.[NH2:17][CH:18]([CH2:24][NH:25][C:26]([CH:28]1[CH2:33][CH2:32][N:31]([C:34]2[CH:39]=[CH:38][N:37]=[CH:36][CH:35]=2)[CH2:30][CH2:29]1)=[O:27])[C:19]([O:21][CH2:22][CH3:23])=[O:20]. No catalyst specified. The product is [CH:1]1[C:10]2[C:5](=[CH:6][CH:7]=[CH:8][CH:9]=2)[CH:4]=[CH:3][C:2]=1[S:11]([NH:17][CH:18]([CH2:24][NH:25][C:26]([CH:28]1[CH2:29][CH2:30][N:31]([C:34]2[CH:39]=[CH:38][N:37]=[CH:36][CH:35]=2)[CH2:32][CH2:33]1)=[O:27])[C:19]([O:21][CH2:22][CH3:23])=[O:20])(=[O:13])=[O:12]. The yield is 0.370. (3) The reactants are [OH:1][C@@:2]1([CH3:36])[CH2:7][CH2:6][C@H:5]2[C@H:8]3[C@H:18]([CH2:19][CH2:20][C@:3]12[CH3:4])[C@:16]1([CH3:17])[C:11](=[CH:12][C@@H:13]([OH:21])[CH2:14][CH2:15]1)[CH2:10][C@H:9]3[CH2:22][CH2:23][CH2:24][CH2:25][C:26]1[CH:31]=[CH:30][CH:29]=[C:28]([O:32]C(=O)C)[CH:27]=1. The catalyst is CC(C)=O.[O-2].[O-2].[Mn+4]. The product is [OH:1][C@@:2]1([CH3:36])[CH2:7][CH2:6][C@H:5]2[C@H:8]3[C@H:18]([CH2:19][CH2:20][C@:3]12[CH3:4])[C@:16]1([CH3:17])[C:11](=[CH:12][C:13](=[O:21])[CH2:14][CH2:15]1)[CH2:10][C@H:9]3[CH2:22][CH2:23][CH2:24][CH2:25][C:26]1[CH:31]=[CH:30][CH:29]=[C:28]([OH:32])[CH:27]=1. The yield is 1.00. (4) The reactants are [F:1][CH:2]([F:16])[C@@H:3]1[C@@H:13]([OH:14])[C@@H:12]([F:15])[C@H:6]2[N:7]=[C:8](SC)[O:9][C@H:5]2[CH2:4]1.Cl.[NH:18]1[CH2:21][CH2:20][CH2:19]1. The catalyst is CCO. The product is [NH3:7].[CH3:8][OH:9].[N:18]1([C:8]2[O:9][C@H:5]3[CH2:4][C@H:3]([CH:2]([F:16])[F:1])[C@@H:13]([OH:14])[C@@H:12]([F:15])[C@H:6]3[N:7]=2)[CH2:21][CH2:20][CH2:19]1. The yield is 0.100. (5) The reactants are [F:1][C:2]1[CH:7]=[CH:6][C:5]([CH2:8][C:9]2[CH:18]=[C:17]3[C:12]([C:13]([OH:29])=[C:14]([C:24]([O:26]CC)=O)[C:15](=[O:23])[N:16]3[CH2:19][CH2:20][O:21][CH3:22])=[N:11][CH:10]=2)=[CH:4][CH:3]=1.[NH2:30][CH2:31][CH2:32][N:33]([CH3:38])[S:34]([CH3:37])(=[O:36])=[O:35]. No catalyst specified. The product is [F:1][C:2]1[CH:3]=[CH:4][C:5]([CH2:8][C:9]2[CH:18]=[C:17]3[C:12]([C:13]([OH:29])=[C:14]([C:24]([NH:30][CH2:31][CH2:32][N:33]([CH3:38])[S:34]([CH3:37])(=[O:36])=[O:35])=[O:26])[C:15](=[O:23])[N:16]3[CH2:19][CH2:20][O:21][CH3:22])=[N:11][CH:10]=2)=[CH:6][CH:7]=1. The yield is 0.620. (6) The reactants are [NH:1]1[C:9]2[C:4](=[CH:5][CH:6]=[CH:7][CH:8]=2)[C:3]([C:10]#[N:11])=[CH:2]1.[CH2:12]([O:14][CH:15](OCC)[O:16][CH2:17][CH3:18])[CH3:13]. No catalyst specified. The product is [CH2:12]([O:14][CH:15]([O:16][CH2:17][CH3:18])[N:1]1[C:9]2[C:4](=[CH:5][CH:6]=[CH:7][CH:8]=2)[C:3]([C:10]#[N:11])=[CH:2]1)[CH3:13]. The yield is 0.860. (7) The reactants are [CH2:1]([NH2:5])[CH2:2][CH2:3][CH3:4].[CH3:6][N:7]1[C:11]([N:12]2[C:16]3=[N:17][CH:18]=[C:19]([C:21]([F:24])([F:23])[F:22])[CH:20]=[C:15]3[CH:14]=[CH:13]2)=[C:10]([CH2:25][CH2:26][S:27]([NH2:30])(=[O:29])=[O:28])[C:9]([CH3:31])=[N:8]1.N12CCCN=C1CCCCC2.[Cl-].[NH4+].CN(C)[CH:47]=[O:48]. The catalyst is CN(C)C1C=CN=CC=1. The product is [CH2:1]([NH:5][C:47]([NH:30][S:27]([CH2:26][CH2:25][C:10]1[C:9]([CH3:31])=[N:8][N:7]([CH3:6])[C:11]=1[N:12]1[C:16]2=[N:17][CH:18]=[C:19]([C:21]([F:23])([F:22])[F:24])[CH:20]=[C:15]2[CH:14]=[CH:13]1)(=[O:28])=[O:29])=[O:48])[CH2:2][CH2:3][CH3:4]. The yield is 0.640. (8) The reactants are [Cl-].O[NH3+:3].[C:4](=[O:7])([O-])[OH:5].[Na+].CS(C)=O.[F:13][C:14]1[CH:15]=[C:16]([N:21]2[C:26](=[O:27])[C:25]([CH2:28][C:29]3[CH:34]=[CH:33][C:32]([C:35]4[C:36]([C:41]#[N:42])=[CH:37][CH:38]=[CH:39][CH:40]=4)=[CH:31][CH:30]=3)=[C:24]([CH2:43][CH2:44][CH3:45])[N:23]=[C:22]2[CH3:46])[CH:17]=[CH:18][C:19]=1[OH:20]. The catalyst is O.C(OCC)(=O)C. The product is [F:13][C:14]1[CH:15]=[C:16]([N:21]2[C:26](=[O:27])[C:25]([CH2:28][C:29]3[CH:34]=[CH:33][C:32]([C:35]4[CH:40]=[CH:39][CH:38]=[CH:37][C:36]=4[C:41]4[NH:3][C:4](=[O:7])[O:5][N:42]=4)=[CH:31][CH:30]=3)=[C:24]([CH2:43][CH2:44][CH3:45])[N:23]=[C:22]2[CH3:46])[CH:17]=[CH:18][C:19]=1[OH:20]. The yield is 0.640. (9) The reactants are [NH2:1][C:2]1[CH:7]=[CH:6][CH:5]=[CH:4][C:3]=1[C:8]1[CH:13]=[CH:12][CH:11]=[CH:10][CH:9]=1.Cl.[N:15]([O-])=O.[Na+].[C:19]([CH2:21][C:22]([NH:24][CH2:25][CH:26]1[CH2:28][CH2:27]1)=[O:23])#[N:20].C([O-])(=O)C.[Na+].C(=O)([O-])[O-].[Na+].[Na+].C(=O)=O. The catalyst is C(O)(=O)C.O.C(O)C. The product is [C:3]1([C:8]2[CH:9]=[CH:10][CH:11]=[CH:12][CH:13]=2)[CH:4]=[CH:5][CH:6]=[CH:7][C:2]=1[NH:1][N:15]=[C:21]([C:19]#[N:20])[C:22]([NH:24][CH2:25][CH:26]1[CH2:28][CH2:27]1)=[O:23]. The yield is 0.360.